The task is: Predict the product of the given reaction.. This data is from Forward reaction prediction with 1.9M reactions from USPTO patents (1976-2016). Given the reactants [Br:1][C:2]1[CH:3]=[C:4]([C:8]([NH:10][CH:11]2[CH2:16][CH2:15][N:14]([C:17]3[N:22]=[C:21]([S:23][CH3:24])[N:20]=[C:19]([C:25](O)=[O:26])[CH:18]=3)[CH2:13][CH2:12]2)=[O:9])[NH:5][C:6]=1[CH3:7].Cl.[O:29]([NH2:31])[CH3:30], predict the reaction product. The product is: [Br:1][C:2]1[CH:3]=[C:4]([C:8]([NH:10][CH:11]2[CH2:16][CH2:15][N:14]([C:17]3[N:22]=[C:21]([S:23][CH3:24])[N:20]=[C:19]([C:25]([NH:31][O:29][CH3:30])=[O:26])[CH:18]=3)[CH2:13][CH2:12]2)=[O:9])[NH:5][C:6]=1[CH3:7].